This data is from Experimentally validated miRNA-target interactions with 360,000+ pairs, plus equal number of negative samples. The task is: Binary Classification. Given a miRNA mature sequence and a target amino acid sequence, predict their likelihood of interaction. (1) The miRNA is hsa-miR-19a-5p with sequence AGUUUUGCAUAGUUGCACUACA. The protein sequence of the target gene is MSDKPDLSEVEKFDRSKLKKTNTEEKNTLPSKETIQQEKECVQTS. Result: 0 (no interaction). (2) The miRNA is hsa-miR-6720-5p with sequence UUCCAGCCCUGGUAGGCGCCGCG. The protein sequence of the target gene is MAADTPGKPSASPMAGAPASASRTPDKPRSAAEHRKSSKPVMEKRRRARINESLAQLKTLILDALRKESSRHSKLEKADILEMTVRHLRSLRRVQVTAALSADPAVLGKYRAGFHECLAEVNRFLAGCEGVPADVRSRLLGHLAACLRQLGPSRRPASLSPAAPAEAPAPEVYAGRPLLPSLGGPFPLLAPPLLPGLTRALPAAPRAGPQGPGGPWRPWLR. Result: 1 (interaction). (3) The miRNA is ath-miR397a with sequence UCAUUGAGUGCAGCGUUGAUG. The protein sequence of the target gene is MKPDRDTLDEYFEYDAEEFLVSLALLITEGRTPECSVKGRTESFHCPPAQSCYPVTTKHECSDKLAQCRQARRTRSEVTLLWKNNLPIMVEMMLLPDCCYSDDGPTTEGIDLNDPAIKQDALLLERWILEPVPRQNGDRFIEEKTLLLAVRSFVFFSQLSAWLSVSHGAIPRNILYRISAADVDLQWNFSQTPIEHVFPVPNVSHNVALKVSVQSLPRQSNYPVLTCSIHTNIGLYEKRIQQHKLKTHQHHNPNEAEQCGTNSSQRLCSKQTWTMAPESVLHAKSGPSPEYTAAVKNIKL.... Result: 0 (no interaction). (4) The miRNA is hsa-miR-6756-5p with sequence AGGGUGGGGCUGGAGGUGGGGCU. The protein sequence of the target gene is MLKSRLRMFLNELKLLVLTGGGRPRAEPQPRGGRGGGCGWAPFAGCSTRDGDGDEEEYYGSEPRARGLAGDKEPRAGPLPPPAPPLPPPGALDALSLSSSLDSGLRTPQCRICFQGPEQGELLSPCRCDGSVRCTHQPCLIRWISERGSWSCELCYFKYQVLAISTKNPLQWQAISLTVIEKVQIAAIVLGSLFLVASISWLIWSSLSPSAKWQRQDLLFQICYGMYGFMDVVCIGLIIHEGSSVYRIFKRWQAVNQQWKVLNYDKTKDIGGDAGGGTAGKSGPRNSRTGPTSGATSRPP.... Result: 1 (interaction). (5) The miRNA is hsa-miR-1245a with sequence AAGUGAUCUAAAGGCCUACAU. The protein sequence of the target gene is MMGSVLPAEALVLKTGLKAPGLALAEVITSDILHSFLYGRWRNVLGEQLFEDKSHHASPKTAFTAEVLAQSFSGEVQKLSSLVLPAEVIIAQSSIPGEGLGIFSKTWIKAGTEMGPFTGRVIAPEHVDICKNNNLMWEVFNEDGTVRYFIDASQEDHRSWMTYIKCARNEQEQNLEVVQIGTSIFYKAIEMIPPDQELLVWYGNSHNTFLGIPGVPGLEEDQKKNKHEDFHPADSAAGPAGRMRCVICHRGFNSRSNLRSHMRIHTLDKPFVCRFCNRRFSQSSTLRNHVRLHTGERPYK.... Result: 0 (no interaction). (6) The protein sequence of the target gene is MAGVGVGPLQGMVRFGLLVLTVCAACARGLYFHIGETEKRCFIEEIPDETMVIGNYRTQMWDKQKEVFLPSTPGLGMHVEVKDPDGKVVLSRQYGSEGRFTFTSHTPGDHQICLHSNSTRMALFAGGKLRVHLDIQVGEHANNYPEIAAKDKLTELQLRARQLLDQVEQIQKEQDYQRYREERFRLTSESTNQRVLWWSIAQTVILILTGIWQMRHLKSFFEAKKLV. The miRNA is dme-miR-79-3p with sequence UAAAGCUAGAUUACCAAAGCAU. Result: 0 (no interaction). (7) The miRNA is hsa-miR-5590-3p with sequence AAUAAAGUUCAUGUAUGGCAA. The protein sequence of the target gene is MPVDLSKWSGPLSLQEVDEQPQHPLHVTYAGAAVDELGKVLTPTQVKNRPTSISWDGLDSGKLYTLVLTDPDAPSRKDPKYREWHHFLVVNMKGNDISSGTVLSDYVGSGPPKGTGLHRYVWLVYEQDRPLKCDEPILSNRSGDHRGKFKVASFRKKYELRAPVAGTCYQAEWDDYVPKLYEQLSGK. Result: 1 (interaction). (8) The miRNA is hsa-miR-6508-3p with sequence UGGGCCAUGCAUUUCUAGAACU. The protein sequence of the target gene is MDGTIKEALSVVSDDQSLFDSAYGAAAHLPKADMTASGSPDYGQPHKINPLPPQQEWINQPVRVNVKREYDHMNGSRESPVDCSVSKCNKLVGGGEANPMNYNSYMDEKNGPPPPNMTTNERRVIVPADPTLWTQEHVRQWLEWAIKEYGLMEIDTSFFQNMDGKELCKMNKEDFLRATSAYNTEVLLSHLSYLRESSLLAYNTTSHTDQSSRLNVKEDPSYDSVRRGAWNNNMNSGLNKSPLLGGSQTMGKNTEQRPQPDPYQILGPTSSRLANPGSGQIQLWQFLLELLSDSANASCI.... Result: 0 (no interaction). (9) The miRNA is mmu-miR-124-3p with sequence UAAGGCACGCGGUGAAUGCC. The protein sequence of the target gene is MLRALWLFWILVAITVLFSKRCSAQESLSCDASGVCDGRSRSFTSIPSGLTAAMKSLDLSFNKITYIGHGDLRACANLQVLILKSSRINTIEGDAFYSLGSLEHLDLSDNHLSSLSSSWFGPLSSLKYLNLMGNPYQTLGVTSLFPNLTNLQTLRIGNVETFSEIRRIDFAGLTSLNELEIKALSLRNYQSQSLKSIRDIHHLTLHLSESAFLLEIFADILSSVRYLELRDTNLARFQFSPLPVDEVSSPMKKLAFRGSVLTDESFNELLKLLRYILELSEVEFDDCTLNGLGDFNPSES.... Result: 1 (interaction). (10) The miRNA is hsa-miR-653-5p with sequence GUGUUGAAACAAUCUCUACUG. The protein sequence of the target gene is MAVFDTPEEAFGVLRPVCVQLTKTQTVENVEHLQTRLQAVSDSALQELQQYILFPLRFTLKTPGPKRERLIQSVVECLTFVLSSTCVKEQELLQELFSELSACLYSPSSQKPAAVSEELKLAVIQGLSTLMHSAYGDIILTFYEPSILPRLGFAVSLLLGLAEQEKSKQIKIAALKCLQVLLLQCDCQDHPRSLDELEQKQLGDLFASFLPGISTALTRLITGDFKQGHSIVVSSLKIFYKTVSFIMADEQLKRISKVQAKPAVEHRVAELMVYREADWVKKTGDKLTILIKKIIECVSV.... Result: 0 (no interaction).